From a dataset of Full USPTO retrosynthesis dataset with 1.9M reactions from patents (1976-2016). Predict the reactants needed to synthesize the given product. The reactants are: [CH:1]([C:3]1[CH:8]=[CH:7][C:6]([N+:9]([O-:11])=[O:10])=[CH:5][N:4]=1)=[CH2:2].[CH3:12][S:13]([N:16]1[CH2:21][CH2:20][NH:19][CH2:18][CH2:17]1)(=[O:15])=[O:14]. Given the product [CH3:12][S:13]([N:16]1[CH2:21][CH2:20][N:19]([CH2:2][CH2:1][C:3]2[CH:8]=[CH:7][C:6]([N+:9]([O-:11])=[O:10])=[CH:5][N:4]=2)[CH2:18][CH2:17]1)(=[O:15])=[O:14], predict the reactants needed to synthesize it.